This data is from Full USPTO retrosynthesis dataset with 1.9M reactions from patents (1976-2016). The task is: Predict the reactants needed to synthesize the given product. Given the product [OH:27][N:26]=[C:11]([C:6]1[C:5]2[C:4]3([C:24]4=[CH:23][C:18]5[O:19][CH2:20][CH2:21][O:22][C:17]=5[CH:16]=[C:15]4[O:14][CH2:13]3)[C:3](=[O:28])[N:2]([CH3:1])[C:10]=2[CH:9]=[CH:8][CH:7]=1)[NH2:12], predict the reactants needed to synthesize it. The reactants are: [CH3:1][N:2]1[C:10]2[CH:9]=[CH:8][CH:7]=[C:6]([C:11]#[N:12])[C:5]=2[C:4]2([C:24]3[C:15](=[CH:16][C:17]4[O:22][CH2:21][CH2:20][O:19][C:18]=4[CH:23]=3)[O:14][CH2:13]2)[C:3]1=O.[NH2:26][OH:27].[OH2:28].